Dataset: Reaction yield outcomes from USPTO patents with 853,638 reactions. Task: Predict the reaction yield, written as a fraction of the theoretical maximum amount of product (1.0 means a 100% yield; for example, 0.34 means a 34% yield). (1) The reactants are C[O:2][C:3]([C:5]12[CH2:12][CH2:11][C:8]([C:13]3[NH:21][C:20]4[C:19](=[O:22])[N:18]([CH2:23][CH2:24][CH3:25])[C:17](=[O:26])[N:16]([CH2:27][CH2:28][CH3:29])[C:15]=4[N:14]=3)([CH2:9][CH2:10]1)[CH2:7][CH2:6]2)=O.[Li+].[BH4-].CO.Cl. The catalyst is CCOC(C)=O.C1COCC1. The product is [OH:2][CH2:3][C:5]12[CH2:10][CH2:9][C:8]([C:13]3[NH:21][C:20]4[C:19](=[O:22])[N:18]([CH2:23][CH2:24][CH3:25])[C:17](=[O:26])[N:16]([CH2:27][CH2:28][CH3:29])[C:15]=4[N:14]=3)([CH2:11][CH2:12]1)[CH2:7][CH2:6]2. The yield is 0.880. (2) The reactants are [Br:1][C:2]1[CH:3]=[C:4]([CH:10]=[CH:11][C:12]=1[CH3:13])[C:5](OCC)=[O:6].[H-].[Al+3].[Li+].[H-].[H-].[H-].CCOCC.Cl. The catalyst is C1COCC1. The product is [Br:1][C:2]1[CH:3]=[C:4]([CH2:5][OH:6])[CH:10]=[CH:11][C:12]=1[CH3:13]. The yield is 0.900. (3) The reactants are [O:1]=[C:2]1[NH:7][N:6]=[CH:5][C:4]([C:8]([O:10][CH3:11])=[O:9])=[CH:3]1.[CH3:12]OC(OC)N(C)C. The catalyst is CN(C=O)C. The product is [CH3:12][N:7]1[C:2](=[O:1])[CH:3]=[C:4]([C:8]([O:10][CH3:11])=[O:9])[CH:5]=[N:6]1. The yield is 0.500. (4) The reactants are [Li+].C[CH:3]([N-:5][CH:6](C)C)C.[N:9]1[CH:14]=[CH:13][CH:12]=[C:11]([CH3:15])[CH:10]=1.Br[CH2:17][CH2:18][CH2:19][CH2:20][CH2:21][CH2:22][CH2:23][CH2:24][CH2:25][CH2:26]Br.[NH4+].[Cl-].[CH2:30]1[CH2:34]O[CH2:32][CH2:31]1. No catalyst specified. The product is [N:9]1[CH:14]=[CH:13][CH:12]=[C:11]([CH2:15][CH2:17][CH2:18][CH2:19][CH2:20][CH2:21][CH2:22][CH2:23][CH2:24][CH2:25][CH2:26][CH2:32][C:31]2[CH:3]=[N:5][CH:6]=[CH:34][CH:30]=2)[CH:10]=1. The yield is 0.750. (5) The reactants are [CH2:1]([CH:6]1[CH2:11][CH2:10][CH:9]([S:12]([CH2:15][S:16]([CH:19]2[CH2:24][CH2:23][CH:22]([CH2:25][CH2:26][CH2:27][CH2:28][CH3:29])[CH2:21][CH2:20]2)(=[O:18])=[O:17])(=[O:14])=[O:13])[CH2:8][CH2:7]1)[CH2:2][CH2:3][CH2:4][CH3:5].C1(C)C=CC(S([N:39]=[N+:40]=[N-])(=O)=O)=CC=1.C(O)C.[OH-].[Na+]. The catalyst is CN(C)C=O.O. The product is [CH2:1]([CH:6]1[CH2:7][CH2:8][CH:9]([S:12]([C:15]([S:16]([CH:19]2[CH2:20][CH2:21][CH:22]([CH2:25][CH2:26][CH2:27][CH2:28][CH3:29])[CH2:23][CH2:24]2)(=[O:18])=[O:17])=[N+:39]=[N-:40])(=[O:14])=[O:13])[CH2:10][CH2:11]1)[CH2:2][CH2:3][CH2:4][CH3:5]. The yield is 0.460.